Dataset: NCI-60 drug combinations with 297,098 pairs across 59 cell lines. Task: Regression. Given two drug SMILES strings and cell line genomic features, predict the synergy score measuring deviation from expected non-interaction effect. (1) Drug 1: CC1C(C(=O)NC(C(=O)N2CCCC2C(=O)N(CC(=O)N(C(C(=O)O1)C(C)C)C)C)C(C)C)NC(=O)C3=C4C(=C(C=C3)C)OC5=C(C(=O)C(=C(C5=N4)C(=O)NC6C(OC(=O)C(N(C(=O)CN(C(=O)C7CCCN7C(=O)C(NC6=O)C(C)C)C)C)C(C)C)C)N)C. Drug 2: CN1C2=C(C=C(C=C2)N(CCCl)CCCl)N=C1CCCC(=O)O.Cl. Cell line: NCI/ADR-RES. Synergy scores: CSS=3.06, Synergy_ZIP=-1.45, Synergy_Bliss=-0.227, Synergy_Loewe=-0.558, Synergy_HSA=-0.220. (2) Drug 1: C1=CC(=CC=C1CCCC(=O)O)N(CCCl)CCCl. Cell line: HOP-92. Drug 2: C(=O)(N)NO. Synergy scores: CSS=28.7, Synergy_ZIP=-8.91, Synergy_Bliss=-8.38, Synergy_Loewe=-15.3, Synergy_HSA=-5.88. (3) Synergy scores: CSS=84.7, Synergy_ZIP=0.482, Synergy_Bliss=0.389, Synergy_Loewe=-1.90, Synergy_HSA=1.45. Cell line: MOLT-4. Drug 1: CCCCC(=O)OCC(=O)C1(CC(C2=C(C1)C(=C3C(=C2O)C(=O)C4=C(C3=O)C=CC=C4OC)O)OC5CC(C(C(O5)C)O)NC(=O)C(F)(F)F)O. Drug 2: N.N.Cl[Pt+2]Cl. (4) Drug 1: C1=C(C(=O)NC(=O)N1)F. Drug 2: C1=CN(C(=O)N=C1N)C2C(C(C(O2)CO)O)O.Cl. Cell line: NCI-H322M. Synergy scores: CSS=37.5, Synergy_ZIP=5.37, Synergy_Bliss=5.19, Synergy_Loewe=7.74, Synergy_HSA=8.39. (5) Cell line: LOX IMVI. Drug 1: CC1C(C(CC(O1)OC2CC(CC3=C2C(=C4C(=C3O)C(=O)C5=C(C4=O)C(=CC=C5)OC)O)(C(=O)C)O)N)O.Cl. Drug 2: CC1=C(C=C(C=C1)NC(=O)C2=CC=C(C=C2)CN3CCN(CC3)C)NC4=NC=CC(=N4)C5=CN=CC=C5. Synergy scores: CSS=15.0, Synergy_ZIP=-1.62, Synergy_Bliss=2.30, Synergy_Loewe=-26.9, Synergy_HSA=1.02.